Regression/Classification. Given a drug SMILES string, predict its absorption, distribution, metabolism, or excretion properties. Task type varies by dataset: regression for continuous measurements (e.g., permeability, clearance, half-life) or binary classification for categorical outcomes (e.g., BBB penetration, CYP inhibition). Dataset: cyp2d6_veith. From a dataset of CYP2D6 inhibition data for predicting drug metabolism from PubChem BioAssay. (1) The molecule is O=C(CCCn1c(=S)[nH]c2cc3c(cc2c1=O)OCO3)N1CCN(c2ncccn2)CC1. The result is 1 (inhibitor). (2) The result is 0 (non-inhibitor). The molecule is Cc1cccc(NC(=O)Cn2cccc2)c1.